Task: Predict the product of the given reaction.. Dataset: Forward reaction prediction with 1.9M reactions from USPTO patents (1976-2016) (1) Given the reactants [CH2:1]([O:3][C:4](=[O:17])[CH2:5][O:6][CH2:7][CH2:8]P(OCC)(OCC)=O)[CH3:2].[Li+].CC([N-]C(C)C)C.[CH3:26][C:27]([C:32]1[CH:37]=[CH:36][CH:35]=[CH:34][CH:33]=1)([CH2:30][CH3:31])[CH:28]=O, predict the reaction product. The product is: [CH2:1]([O:3][C:4](=[O:17])[C:5]([O:6][CH2:7][CH3:8])=[CH:28][C:27]([CH3:26])([C:32]1[CH:37]=[CH:36][CH:35]=[CH:34][CH:33]=1)[CH2:30][CH3:31])[CH3:2]. (2) Given the reactants [N+:1]([C:4]1[CH:5]=[C:6]([OH:10])[CH:7]=[CH:8][CH:9]=1)([O-:3])=[O:2].[H-].[Na+].[Cl:13][CH2:14][CH2:15][CH2:16]I.[Na+].[Cl-], predict the reaction product. The product is: [Cl:13][CH2:14][CH2:15][CH2:16][O:10][C:6]1[CH:7]=[CH:8][CH:9]=[C:4]([N+:1]([O-:3])=[O:2])[CH:5]=1. (3) The product is: [CH3:20][O:21][C:22]1[CH:29]=[CH:28][C:25]([CH2:26][NH:1][CH2:2][C:3]2([C:16]([O:18][CH3:19])=[O:17])[CH2:4][CH2:5][N:6]([C:9]([O:11][C:12]([CH3:14])([CH3:15])[CH3:13])=[O:10])[CH2:7][CH2:8]2)=[CH:24][CH:23]=1. Given the reactants [NH2:1][CH2:2][C:3]1([C:16]([O:18][CH3:19])=[O:17])[CH2:8][CH2:7][N:6]([C:9]([O:11][C:12]([CH3:15])([CH3:14])[CH3:13])=[O:10])[CH2:5][CH2:4]1.[CH3:20][O:21][C:22]1[CH:29]=[CH:28][C:25]([CH:26]=O)=[CH:24][CH:23]=1.C([BH3-])#N.[Na+], predict the reaction product. (4) Given the reactants [Cl:1][C:2]1[CH:7]=[C:6]([CH3:8])[CH:5]=[CH:4][C:3]=1[NH:9][C:10]([CH2:12][CH:13]([C:20]1[C:24]([CH:25]2[CH2:27][CH2:26]2)=[C:23]([CH:28]2[CH2:31][CH:30]([CH2:32][C:33]([CH3:36])([CH3:35])[CH3:34])[CH2:29]2)[O:22][N:21]=1)[CH2:14][CH2:15][C:16]([O:18]C)=[O:17])=[O:11].C(O)(=O)C.Br.C([O-])(=O)C.[Na+], predict the reaction product. The product is: [Cl:1][C:2]1[CH:7]=[C:6]([CH3:8])[CH:5]=[CH:4][C:3]=1[NH:9][C:10]([CH2:12][CH:13]([C:20]1[C:24]([CH:25]2[CH2:26][CH2:27]2)=[C:23]([CH:28]2[CH2:29][CH:30]([CH2:32][C:33]([CH3:36])([CH3:35])[CH3:34])[CH2:31]2)[O:22][N:21]=1)[CH2:14][CH2:15][C:16]([OH:18])=[O:17])=[O:11]. (5) Given the reactants [F:1][C:2]1[CH:3]=[C:4]([C@:19]2([S:31]([C:34]3[CH:39]=[CH:38][C:37]([F:40])=[CH:36][CH:35]=3)(=[O:33])=[O:32])[CH2:23][CH2:22][N:21](C(OC(C)(C)C)=O)[CH2:20]2)[CH:5]=[CH:6][C:7]=1[C:8]([O:17][CH3:18])([C:13]([F:16])([F:15])[F:14])[C:9]([F:12])([F:11])[F:10], predict the reaction product. The product is: [F:1][C:2]1[CH:3]=[C:4]([C@:19]2([S:31]([C:34]3[CH:35]=[CH:36][C:37]([F:40])=[CH:38][CH:39]=3)(=[O:33])=[O:32])[CH2:23][CH2:22][NH:21][CH2:20]2)[CH:5]=[CH:6][C:7]=1[C:8]([O:17][CH3:18])([C:13]([F:14])([F:16])[F:15])[C:9]([F:10])([F:11])[F:12]. (6) Given the reactants C([O:3][C:4](=[O:22])[CH2:5][C:6]1[CH:11]=[CH:10][C:9]([N:12]2[CH:20]=[N:19][C:18]3[C:13]2=[N:14][CH:15]=[N:16][C:17]=3Cl)=[CH:8][CH:7]=1)C.[Li+].[OH-].C1COCC1.Cl, predict the reaction product. The product is: [N:16]1[CH:17]=[C:18]2[C:13]([N:12]([C:9]3[CH:8]=[CH:7][C:6]([CH2:5][C:4]([OH:22])=[O:3])=[CH:11][CH:10]=3)[CH:20]=[N:19]2)=[N:14][CH:15]=1.